From a dataset of Catalyst prediction with 721,799 reactions and 888 catalyst types from USPTO. Predict which catalyst facilitates the given reaction. (1) Reactant: [Cl:1][C:2]1[CH:21]=[C:20]([Cl:22])[CH:19]=[CH:18][C:3]=1[O:4][CH2:5][C:6]([NH:8][C:9]1[CH:10]=[C:11]([CH:15]=[CH:16][N:17]=1)[C:12]([OH:14])=O)=[O:7].[CH2:23]([NH2:29])[C:24]1[O:28][CH:27]=[CH:26][CH:25]=1.C1CN([P+](ON2N=NC3C=CC=CC2=3)(N2CCCC2)N2CCCC2)CC1.F[P-](F)(F)(F)(F)F.CO. Product: [Cl:1][C:2]1[CH:21]=[C:20]([Cl:22])[CH:19]=[CH:18][C:3]=1[O:4][CH2:5][C:6]([NH:8][C:9]1[CH:10]=[C:11]([CH:15]=[CH:16][N:17]=1)[C:12]([NH:29][CH2:23][C:24]1[O:28][CH:27]=[CH:26][CH:25]=1)=[O:14])=[O:7]. The catalyst class is: 241. (2) Reactant: [C:1]([C:3]1[CH:4]=[C:5]2[C:10](=[CH:11][C:12]=1[O:13][CH2:14][CH2:15][O:16][CH3:17])[N:9]=[CH:8][CH:7]=[C:6]2[O:18][C:19]1[CH:24]=[CH:23][C:22]([NH:25][C:26](=O)[O:27]C2C=CC=CC=2)=[CH:21][CH:20]=1)#[N:2].[NH2:35][C:36]1[CH:41]=[CH:40][CH:39]=[CH:38][N:37]=1.C(OCC)(=O)C.O. The catalyst class is: 16. Product: [C:1]([C:3]1[CH:4]=[C:5]2[C:10](=[CH:11][C:12]=1[O:13][CH2:14][CH2:15][O:16][CH3:17])[N:9]=[CH:8][CH:7]=[C:6]2[O:18][C:19]1[CH:24]=[CH:23][C:22]([NH:25][C:26]([NH:35][C:36]2[CH:41]=[CH:40][CH:39]=[CH:38][N:37]=2)=[O:27])=[CH:21][CH:20]=1)#[N:2]. (3) Reactant: [Cl:1][C:2]1[CH:7]=[CH:6][C:5]([CH:8](O)[C:9]2[C:10]([C:23]([O:25][CH2:26][CH3:27])=[O:24])=[N:11][N:12]([CH2:14][C:15]3[CH:20]=[CH:19][C:18]([O:21][CH3:22])=[CH:17][CH:16]=3)[CH:13]=2)=[CH:4][CH:3]=1.[NH2:29][C:30]1[CH:31]=[C:32]([CH3:38])[C:33](=[O:37])[N:34]([CH3:36])[CH:35]=1. Product: [Cl:1][C:2]1[CH:7]=[CH:6][C:5]([CH:8]([NH:29][C:30]2[CH:31]=[C:32]([CH3:38])[C:33](=[O:37])[N:34]([CH3:36])[CH:35]=2)[C:9]2[C:10]([C:23]([O:25][CH2:26][CH3:27])=[O:24])=[N:11][N:12]([CH2:14][C:15]3[CH:20]=[CH:19][C:18]([O:21][CH3:22])=[CH:17][CH:16]=3)[CH:13]=2)=[CH:4][CH:3]=1. The catalyst class is: 25. (4) Reactant: Br[C:2]1[CH:7]=[CH:6][CH:5]=[CH:4][N:3]=1.[NH:8]1[C:16]2[C:11](=[CH:12][CH:13]=[CH:14][CH:15]=2)[CH:10]=[CH:9]1.C(P(C(C)(C)C)C1C=CC=CC=1C1C=CC=CC=1)(C)(C)C.CC(C)([O-])C.[Na+]. Product: [N:3]1[CH:4]=[CH:5][CH:6]=[C:7]([N:8]2[C:16]3[C:11](=[CH:12][CH:13]=[CH:14][CH:15]=3)[CH:10]=[CH:9]2)[CH:2]=1. The catalyst class is: 691. (5) Product: [CH3:1][O:2][C:3]([CH:5]([CH:12]1[NH:17][CH2:16][CH2:15][CH2:14][CH2:13]1)[C:6]1[CH:11]=[CH:10][CH:9]=[CH:8][CH:7]=1)=[O:4]. Reactant: [CH3:1][O:2][C:3]([CH:5]([CH:12]1[NH:17][CH2:16][CH2:15][CH2:14][CH2:13]1)[C:6]1[CH:7]=[CH:8][CH:9]=[CH:10][CH:11]=1)=[O:4].Cl. The catalyst class is: 6. (6) Reactant: [CH2:1]([O:8][C:9]([N:11]1[CH2:16][CH2:15][CH:14]([C:17]2[CH:18]=[C:19]([CH2:23][CH:24]=[O:25])[CH:20]=[CH:21][CH:22]=2)[CH2:13][CH2:12]1)=[O:10])[C:2]1[CH:7]=[CH:6][CH:5]=[CH:4][CH:3]=1.P([O-])(O)(O)=[O:27].[Na+].Cl([O-])=O.[Na+]. Product: [CH2:1]([O:8][C:9]([N:11]1[CH2:12][CH2:13][CH:14]([C:17]2[CH:18]=[C:19]([CH2:23][C:24]([OH:27])=[O:25])[CH:20]=[CH:21][CH:22]=2)[CH2:15][CH2:16]1)=[O:10])[C:2]1[CH:7]=[CH:6][CH:5]=[CH:4][CH:3]=1. The catalyst class is: 374. (7) Reactant: Cl.[Cl:2][C:3]1[C:11]([O:12][CH2:13][CH2:14][CH2:15][NH2:16])=[CH:10][C:9]([I:17])=[C:8]2[C:4]=1[CH2:5][NH:6][C:7]2=[O:18].C(N(CC)CC)C.[CH3:26][S:27](Cl)(=[O:29])=[O:28]. Product: [Cl:2][C:3]1[C:11]([O:12][CH2:13][CH2:14][CH2:15][NH:16][S:27]([CH3:26])(=[O:29])=[O:28])=[CH:10][C:9]([I:17])=[C:8]2[C:4]=1[CH2:5][NH:6][C:7]2=[O:18]. The catalyst class is: 4. (8) Reactant: [Cl:1][C:2]1[C:11]([O:12][C@@H:13]2[CH2:18][CH2:17][C@H:16]([NH2:19])[CH2:15][CH2:14]2)=[CH:10][CH:9]=[C:8]2[C:3]=1[CH:4]=[CH:5][N:6]=[CH:7]2.C(N(CC)CC)C.C(O)(=O)C.[Cl:31][C:32]1[CH:37]=[CH:36][C:35]([CH:38]=O)=[CH:34][C:33]=1[S:40]([N:43]=[CH:44][N:45]([CH3:47])[CH3:46])(=[O:42])=[O:41].C([BH3-])#N.[Na+]. Product: [Cl:31][C:32]1[CH:37]=[CH:36][C:35]([CH2:38][NH:19][C@H:16]2[CH2:15][CH2:14][C@@H:13]([O:12][C:11]3[C:2]([Cl:1])=[C:3]4[C:8](=[CH:9][CH:10]=3)[CH:7]=[N:6][CH:5]=[CH:4]4)[CH2:18][CH2:17]2)=[CH:34][C:33]=1[S:40]([N:43]=[CH:44][N:45]([CH3:46])[CH3:47])(=[O:42])=[O:41]. The catalyst class is: 5. (9) Reactant: [CH3:1][C:2]1[N:3]=[C:4]([C:7]2([N:13]([C:17]3[CH:22]=[CH:21][CH:20]=[CH:19][CH:18]=3)[C:14](=[O:16])[CH3:15])[CH2:12][CH2:11][NH:10][CH2:9][CH2:8]2)[S:5][CH:6]=1.C(=O)([O-])[O-].[K+].[K+].[CH:29]1([CH2:32]Br)[CH2:31][CH2:30]1.C(OCC)(=O)C. Product: [CH:29]1([CH2:32][N:10]2[CH2:11][CH2:12][C:7]([N:13]([C:17]3[CH:18]=[CH:19][CH:20]=[CH:21][CH:22]=3)[C:14](=[O:16])[CH3:15])([C:4]3[S:5][CH:6]=[C:2]([CH3:1])[N:3]=3)[CH2:8][CH2:9]2)[CH2:31][CH2:30]1. The catalyst class is: 9.